Dataset: Peptide-MHC class II binding affinity with 134,281 pairs from IEDB. Task: Regression. Given a peptide amino acid sequence and an MHC pseudo amino acid sequence, predict their binding affinity value. This is MHC class II binding data. The peptide sequence is LVVLSELPDFLAKKG. The MHC is DRB1_0901 with pseudo-sequence DRB1_0901. The binding affinity (normalized) is 0.413.